From a dataset of Full USPTO retrosynthesis dataset with 1.9M reactions from patents (1976-2016). Predict the reactants needed to synthesize the given product. (1) Given the product [I:32][C:33]1[CH:40]=[CH:39][C:36]([CH2:18][N:15]2[CH2:14][CH2:13][CH:12]([C@H:4]([NH2:1])[C:5](=[O:11])[N:6]3[CH2:10][CH2:9][S:8][CH2:7]3)[CH2:17][CH2:16]2)=[CH:35][CH:34]=1, predict the reactants needed to synthesize it. The reactants are: [N:1]([C@@H:4]([CH:12]1[CH2:17][CH2:16][N:15]([C:18](OC(C)(C)C)=O)[CH2:14][CH2:13]1)[C:5](=[O:11])[N:6]1[CH2:10][CH2:9][S:8][CH2:7]1)=[N+]=[N-].C(N(CC)CC)C.[I:32][C:33]1[CH:40]=[CH:39][C:36](CBr)=[CH:35][CH:34]=1. (2) Given the product [CH3:55][N:56]1[CH:60]=[C:59]([NH:61][C:62]2[CH:67]=[C:66]([NH:43][C:44]3[CH:54]=[CH:53][CH:52]=[CH:51][C:45]=3[C:46]([NH:48][O:49][CH3:50])=[O:47])[C:65]([C:69]([F:71])([F:70])[F:72])=[CH:64][N:63]=2)[C:58]([CH3:73])=[N:57]1, predict the reactants needed to synthesize it. The reactants are: CC1(C)C2C=CC=C(P(C3C=CC=CC=3)C3C=CC=CC=3)C=2OC2C1=CC=CC=2P(C1C=CC=CC=1)C1C=CC=CC=1.[NH2:43][C:44]1[CH:54]=[CH:53][CH:52]=[CH:51][C:45]=1[C:46]([NH:48][O:49][CH3:50])=[O:47].[CH3:55][N:56]1[CH:60]=[C:59]([NH:61][C:62]2[CH:67]=[C:66](I)[C:65]([C:69]([F:72])([F:71])[F:70])=[CH:64][N:63]=2)[C:58]([CH3:73])=[N:57]1.C(=O)([O-])[O-].[Cs+].[Cs+]. (3) Given the product [N:2]1[C:11]2[C:6](=[CH:7][CH:8]=[CH:9][CH:10]=2)[CH:5]=[CH:4][C:3]=1[CH2:12][O:14][C:15]1[CH:16]=[C:17]([CH:20]=[CH:21][CH:22]=1)[CH2:18][OH:19], predict the reactants needed to synthesize it. The reactants are: Cl.[N:2]1[C:11]2[C:6](=[CH:7][CH:8]=[CH:9][CH:10]=2)[CH:5]=[CH:4][C:3]=1[CH2:12]Cl.[OH:14][C:15]1[CH:16]=[C:17]([CH:20]=[CH:21][CH:22]=1)[CH2:18][OH:19].C(=O)([O-])[O-].[K+].[K+].O. (4) Given the product [NH3:4].[CH:1]([N:4]1[CH2:9][CH2:8][CH:7]([O:10][C:11]2[CH:16]=[CH:15][C:14]([C:17]3([C:23]([NH2:24])=[O:26])[CH2:18][CH2:19][O:20][CH2:21][CH2:22]3)=[CH:13][CH:12]=2)[CH2:6][CH2:5]1)([CH3:3])[CH3:2], predict the reactants needed to synthesize it. The reactants are: [CH:1]([N:4]1[CH2:9][CH2:8][CH:7]([O:10][C:11]2[CH:16]=[CH:15][C:14]([C:17]3([C:23]#[N:24])[CH2:22][CH2:21][O:20][CH2:19][CH2:18]3)=[CH:13][CH:12]=2)[CH2:6][CH2:5]1)([CH3:3])[CH3:2].C([O-])(O)=[O:26].[Na+]. (5) Given the product [CH2:25]([NH:27][C:28]([NH:30][C:31]1[NH:1][C:2]2[C:3]([CH:20]3[CH2:24][CH2:23][CH2:22][O:21]3)=[C:4]([F:19])[C:5]([C:9]3[CH:10]=[N:11][C:12]([C:15]([OH:18])([CH3:16])[CH3:17])=[N:13][CH:14]=3)=[CH:6][C:7]=2[N:8]=1)=[O:29])[CH3:26], predict the reactants needed to synthesize it. The reactants are: [NH2:1][C:2]1[C:7]([NH2:8])=[CH:6][C:5]([C:9]2[CH:10]=[N:11][C:12]([C:15]([OH:18])([CH3:17])[CH3:16])=[N:13][CH:14]=2)=[C:4]([F:19])[C:3]=1[CH:20]1[CH2:24][CH2:23][CH2:22][O:21]1.[CH2:25]([NH:27][C:28]([NH:30][C:31](SC)=NC(=O)NCC)=[O:29])[CH3:26].C([O-])(O)=O.[Na+]. (6) Given the product [I:1][C:2]1[N:15]([CH2:14][C:13]2[CH:18]=[CH:19][CH:20]=[C:11]([C:10]([F:9])([F:22])[F:21])[CH:12]=2)[N:16]=[N:17][C:3]=1[C:4]1[CH:8]=[CH:7][S:6][CH:5]=1, predict the reactants needed to synthesize it. The reactants are: [I:1][C:2]#[C:3][C:4]1[CH:8]=[CH:7][S:6][CH:5]=1.[F:9][C:10]([F:22])([F:21])[C:11]1[CH:12]=[C:13]([CH:18]=[CH:19][CH:20]=1)[CH2:14][N:15]=[N+:16]=[N-:17]. (7) Given the product [CH3:15][Si:16]([CH3:21])([CH3:20])[CH2:17][CH2:18][O:13][C:12]([C:3]1[C:4]2[C:9](=[CH:8][CH:7]=[CH:6][CH:5]=2)[CH:10]=[CH:11][C:2]=1[OH:1])=[O:14], predict the reactants needed to synthesize it. The reactants are: [OH:1][C:2]1[CH:11]=[CH:10][C:9]2[C:4](=[CH:5][CH:6]=[CH:7][CH:8]=2)[C:3]=1[C:12]([OH:14])=[O:13].[CH3:15][Si:16]([CH3:21])([CH3:20])[CH2:17][CH2:18]O.C1(N=C=NC2CCCCC2)CCCCC1.